Dataset: Forward reaction prediction with 1.9M reactions from USPTO patents (1976-2016). Task: Predict the product of the given reaction. Given the reactants [Br:1][C:2]1[CH:3]=[CH:4][C:5]([F:11])=[C:6]([CH:10]=1)[C:7]([OH:9])=O.[NH2:12][C:13]1[C:14]([CH3:24])=[C:15]([CH:20]=[CH:21][C:22]=1[CH3:23])[C:16]([O:18][CH3:19])=[O:17].C(N(CC)C(C)C)(C)C.CCCP1(OP(CCC)(=O)OP(CCC)(=O)O1)=O, predict the reaction product. The product is: [Br:1][C:2]1[CH:3]=[CH:4][C:5]([F:11])=[C:6]([CH:10]=1)[C:7]([NH:12][C:13]1[C:14]([CH3:24])=[C:15]([CH:20]=[CH:21][C:22]=1[CH3:23])[C:16]([O:18][CH3:19])=[O:17])=[O:9].